This data is from Reaction yield outcomes from USPTO patents with 853,638 reactions. The task is: Predict the reaction yield, written as a fraction of the theoretical maximum amount of product (1.0 means a 100% yield; for example, 0.34 means a 34% yield). (1) The yield is 0.890. No catalyst specified. The product is [S:9]1[C:10]([C:2]2[CH2:7][CH2:6][CH2:5][C:4](=[O:8])[CH:3]=2)=[CH:11][C:12]2[CH:17]=[CH:16][CH:15]=[CH:14][C:13]1=2. The reactants are Br[C:2]1[CH2:7][CH2:6][CH2:5][C:4](=[O:8])[CH:3]=1.[S:9]1[C:13]2[CH:14]=[CH:15][CH:16]=[CH:17][C:12]=2[CH:11]=[C:10]1B(O)O. (2) The yield is 0.810. The product is [CH3:7][O:6][CH:5]([O:8][CH3:9])[CH:4]([N:3]([O:2][CH3:1])[C:16]([NH2:15])=[O:17])[CH3:10]. The catalyst is CC(O)C. The reactants are [CH3:1][O:2][NH:3][CH:4]([CH3:10])[CH:5]([O:8][CH3:9])[O:6][CH3:7].C[Si]([N:15]=[C:16]=[O:17])(C)C.C(Cl)Cl.O.